Dataset: Forward reaction prediction with 1.9M reactions from USPTO patents (1976-2016). Task: Predict the product of the given reaction. Given the reactants [F:1][C:2]1[CH:7]=[CH:6][C:5]([C:8]2[C:16]([C:17]3[CH:22]=[CH:21][N:20]=[C:19]([NH:23][C:24](=[O:26])[CH3:25])[CH:18]=3)=[C:11]3[N:12]=[CH:13][CH:14]=[CH:15][N:10]3[N:9]=2)=[CH:4][CH:3]=1.[BH4-].[Na+].O, predict the reaction product. The product is: [F:1][C:2]1[CH:7]=[CH:6][C:5]([C:8]2[C:16]([C:17]3[CH:22]=[CH:21][N:20]=[C:19]([NH:23][C:24](=[O:26])[CH3:25])[CH:18]=3)=[C:11]3[NH:12][CH2:13][CH2:14][CH2:15][N:10]3[N:9]=2)=[CH:4][CH:3]=1.